This data is from Forward reaction prediction with 1.9M reactions from USPTO patents (1976-2016). The task is: Predict the product of the given reaction. (1) Given the reactants C[O:2][C:3](=[O:34])[C:4]1[CH:9]=[C:8]([C:10]#[N:11])[CH:7]=[CH:6][C:5]=1[CH:12]1[C:17]2[C:18](=[O:21])[CH2:19][CH2:20][C:16]=2[N:15]([C:22]2[CH:27]=[CH:26][CH:25]=[C:24]([C:28]([F:31])([F:30])[F:29])[CH:23]=2)[C:14](=[O:32])[N:13]1[CH3:33].[OH-].[Li+].Cl, predict the reaction product. The product is: [C:10]([C:8]1[CH:7]=[CH:6][C:5]([C@@H:12]2[C:17]3[C:18](=[O:21])[CH2:19][CH2:20][C:16]=3[N:15]([C:22]3[CH:27]=[CH:26][CH:25]=[C:24]([C:28]([F:31])([F:29])[F:30])[CH:23]=3)[C:14](=[O:32])[N:13]2[CH3:33])=[C:4]([CH:9]=1)[C:3]([O-:34])=[O:2])#[N:11].[NH4+:11]. (2) Given the reactants C(O[C:4](=[N:6][C:7](=O)[C:8]1[CH:13]=[CH:12][C:11]([Br:14])=[CH:10][CH:9]=1)[CH3:5])C.Cl.[CH3:17][S:18][C:19]1[CH:24]=[CH:23][C:22]([NH:25][NH2:26])=[CH:21][CH:20]=1.C(N(CC)CC)C.O, predict the reaction product. The product is: [Br:14][C:11]1[CH:10]=[CH:9][C:8]([C:7]2[N:25]([C:22]3[CH:23]=[CH:24][C:19]([S:18][CH3:17])=[CH:20][CH:21]=3)[N:26]=[C:4]([CH3:5])[N:6]=2)=[CH:13][CH:12]=1. (3) Given the reactants [C:1]([N:5]([CH2:10][C@H:11]([C:13]1[CH:18]=[CH:17][C:16]([Cl:19])=[CH:15][CH:14]=1)O)[CH2:6][CH2:7][C:8]#[N:9])([CH3:4])([CH3:3])[CH3:2].CCOP(Cl)(OCC)=O.[Li+].C[Si]([N-][Si](C)(C)C)(C)C.O, predict the reaction product. The product is: [C:1]([N:5]1[CH2:10][C@@H:11]([C:13]2[CH:18]=[CH:17][C:16]([Cl:19])=[CH:15][CH:14]=2)[C@@H:7]([C:8]#[N:9])[CH2:6]1)([CH3:4])([CH3:3])[CH3:2]. (4) Given the reactants Cl.[C:2]([C:6]1[CH:27]=[CH:26][CH:25]=[CH:24][C:7]=1[O:8][CH2:9][CH2:10][N:11]([CH3:23])[C:12]([C:14]1[C:22]2[CH2:21][CH2:20][NH:19][CH2:18][C:17]=2[NH:16][N:15]=1)=[O:13])([CH3:5])([CH3:4])[CH3:3].[CH2:28]=O, predict the reaction product. The product is: [C:2]([C:6]1[CH:27]=[CH:26][CH:25]=[CH:24][C:7]=1[O:8][CH2:9][CH2:10][N:11]([CH3:23])[C:12]([C:14]1[C:22]2[CH2:21][CH2:20][N:19]([CH3:28])[CH2:18][C:17]=2[NH:16][N:15]=1)=[O:13])([CH3:5])([CH3:3])[CH3:4].